This data is from Full USPTO retrosynthesis dataset with 1.9M reactions from patents (1976-2016). The task is: Predict the reactants needed to synthesize the given product. (1) Given the product [F:1][C:2]1[CH:17]=[C:16]([F:18])[CH:15]=[CH:14][C:3]=1[CH2:4][C@@H:5]([CH2:6][I:19])[CH2:12][CH3:13], predict the reactants needed to synthesize it. The reactants are: [F:1][C:2]1[CH:17]=[C:16]([F:18])[CH:15]=[CH:14][C:3]=1[CH2:4][C@H:5]([CH2:12][CH3:13])[CH2:6]OS(C)(=O)=O.[I-:19].[Na+]. (2) The reactants are: [CH2:1]([NH:4][C:5](=[O:32])[NH:6][C:7]1[N:12]=[CH:11][C:10]([C:13]2[CH:18]=[CH:17][N:16]=[C:15]([C:19]([O:21][CH3:22])=O)[CH:14]=2)=[C:9]([C:23]2[S:24][CH:25]=[C:26]([C:28]([F:31])([F:30])[F:29])[N:27]=2)[CH:8]=1)[CH2:2][CH3:3].[OH2:33].[NH2:34][NH2:35]. Given the product [OH:33][C:22]1[O:21][C:19]([C:15]2[CH:14]=[C:13]([C:10]3[CH:11]=[N:12][C:7]([NH:6][C:5]([NH:4][CH2:1][CH2:2][CH3:3])=[O:32])=[CH:8][C:9]=3[C:23]3[S:24][CH:25]=[C:26]([C:28]([F:31])([F:29])[F:30])[N:27]=3)[CH:18]=[CH:17][N:16]=2)=[N:35][N:34]=1, predict the reactants needed to synthesize it. (3) Given the product [Cl:1][C:2]1[CH:10]=[CH:9][CH:8]=[C:7]2[C:3]=1[C:4]([C:13](=[O:14])[C:12]([F:23])([F:22])[F:11])=[CH:5][NH:6]2, predict the reactants needed to synthesize it. The reactants are: [Cl:1][C:2]1[CH:10]=[CH:9][CH:8]=[C:7]2[C:3]=1[CH:4]=[CH:5][NH:6]2.[F:11][C:12]([F:23])([F:22])[C:13](O[C:13](=[O:14])[C:12]([F:23])([F:22])[F:11])=[O:14].